From a dataset of NCI-60 drug combinations with 297,098 pairs across 59 cell lines. Regression. Given two drug SMILES strings and cell line genomic features, predict the synergy score measuring deviation from expected non-interaction effect. (1) Drug 1: CC1C(C(CC(O1)OC2CC(CC3=C2C(=C4C(=C3O)C(=O)C5=C(C4=O)C(=CC=C5)OC)O)(C(=O)C)O)N)O.Cl. Drug 2: CC1=C(C=C(C=C1)NC(=O)C2=CC=C(C=C2)CN3CCN(CC3)C)NC4=NC=CC(=N4)C5=CN=CC=C5. Cell line: T-47D. Synergy scores: CSS=23.1, Synergy_ZIP=-2.82, Synergy_Bliss=5.77, Synergy_Loewe=-5.23, Synergy_HSA=5.36. (2) Drug 1: C1CCC(CC1)NC(=O)N(CCCl)N=O. Drug 2: C1C(C(OC1N2C=NC3=C2NC=NCC3O)CO)O. Cell line: SK-MEL-5. Synergy scores: CSS=8.73, Synergy_ZIP=-1.11, Synergy_Bliss=2.39, Synergy_Loewe=-6.05, Synergy_HSA=-2.67. (3) Drug 1: C1=CC(=CC=C1CC(C(=O)O)N)N(CCCl)CCCl.Cl. Drug 2: C(=O)(N)NO. Cell line: MDA-MB-231. Synergy scores: CSS=24.3, Synergy_ZIP=-4.71, Synergy_Bliss=0.255, Synergy_Loewe=-6.35, Synergy_HSA=0.436. (4) Drug 1: C1=CC(=CC=C1C#N)C(C2=CC=C(C=C2)C#N)N3C=NC=N3. Drug 2: CCCCC(=O)OCC(=O)C1(CC(C2=C(C1)C(=C3C(=C2O)C(=O)C4=C(C3=O)C=CC=C4OC)O)OC5CC(C(C(O5)C)O)NC(=O)C(F)(F)F)O. Cell line: MALME-3M. Synergy scores: CSS=31.5, Synergy_ZIP=-1.41, Synergy_Bliss=-1.22, Synergy_Loewe=-1.49, Synergy_HSA=0.431. (5) Drug 1: CN1CCC(CC1)COC2=C(C=C3C(=C2)N=CN=C3NC4=C(C=C(C=C4)Br)F)OC. Drug 2: C#CCC(CC1=CN=C2C(=N1)C(=NC(=N2)N)N)C3=CC=C(C=C3)C(=O)NC(CCC(=O)O)C(=O)O. Cell line: NCI/ADR-RES. Synergy scores: CSS=5.06, Synergy_ZIP=-1.40, Synergy_Bliss=-0.791, Synergy_Loewe=-0.668, Synergy_HSA=-1.28.